Dataset: Forward reaction prediction with 1.9M reactions from USPTO patents (1976-2016). Task: Predict the product of the given reaction. (1) Given the reactants [Cl:1][C:2]1[CH:7]=[CH:6][C:5]([NH:8][CH:9]2[CH2:14][C:13]([CH3:16])([CH3:15])[NH:12][C:11]([CH3:18])([CH3:17])[CH2:10]2)=[CH:4][C:3]=1[O:19][CH3:20].C(#N)C.C1C(=O)N([Br:31])C(=O)C1, predict the reaction product. The product is: [ClH:1].[Br:31][C:6]1[CH:7]=[C:2]([Cl:1])[C:3]([O:19][CH3:20])=[CH:4][C:5]=1[NH:8][CH:9]1[CH2:10][C:11]([CH3:18])([CH3:17])[NH:12][C:13]([CH3:15])([CH3:16])[CH2:14]1. (2) Given the reactants C(OC(=O)[NH:10][C:11]1[N:15]=[C:14]([C:16]2[S:17][C:18]3[CH2:19][CH2:20][O:21][C:22]4[CH:29]=[C:28]([CH:30]5[CH2:33][N:32]([CH2:34][CH2:35][S:36]([CH3:39])(=[O:38])=[O:37])[CH2:31]5)[CH:27]=[CH:26][C:23]=4[C:24]=3[N:25]=2)[N:13]([CH:40]([CH3:42])[CH3:41])[N:12]=1)C1C=CC=CC=1, predict the reaction product. The product is: [CH:40]([N:13]1[C:14]([C:16]2[S:17][C:18]3[CH2:19][CH2:20][O:21][C:22]4[CH:29]=[C:28]([CH:30]5[CH2:31][N:32]([CH2:34][CH2:35][S:36]([CH3:39])(=[O:37])=[O:38])[CH2:33]5)[CH:27]=[CH:26][C:23]=4[C:24]=3[N:25]=2)=[N:15][C:11]([NH2:10])=[N:12]1)([CH3:42])[CH3:41]. (3) Given the reactants [Cl:1][C:2]1[CH:22]=[CH:21][C:5]([CH2:6][N:7]2[C:12]3[CH:13]=[C:14]([N+:17]([O-])=O)[CH:15]=[CH:16][C:11]=3[O:10][CH2:9][C:8]2=[O:20])=[CH:4][CH:3]=1.C(=O)([O-])O.[Na+], predict the reaction product. The product is: [NH2:17][C:14]1[CH:15]=[CH:16][C:11]2[O:10][CH2:9][C:8](=[O:20])[N:7]([CH2:6][C:5]3[CH:21]=[CH:22][C:2]([Cl:1])=[CH:3][CH:4]=3)[C:12]=2[CH:13]=1. (4) Given the reactants CN(C(ON1N=NC2C=CC=NC1=2)=[N+](C)C)C.F[P-](F)(F)(F)(F)F.[CH2:25]([N:27]1[CH2:31][CH2:30][C@H:29]([C:32]([OH:34])=O)[CH2:28]1)[CH3:26].CN1CCOCC1.[NH2:42][CH2:43][C:44]1[CH:49]=[C:48]([F:50])[CH:47]=[CH:46][C:45]=1[S:51]([NH:54][C:55]1[C:64]([C:65]([O:67][CH3:68])=[O:66])=[C:63]2[C:58]([CH:59]3[CH2:69][CH:60]3[CH2:61][O:62]2)=[CH:57][CH:56]=1)(=[O:53])=[O:52], predict the reaction product. The product is: [CH2:25]([N:27]1[CH2:31][CH2:30][C@H:29]([C:32]([NH:42][CH2:43][C:44]2[CH:49]=[C:48]([F:50])[CH:47]=[CH:46][C:45]=2[S:51]([NH:54][C:55]2[C:64]([C:65]([O:67][CH3:68])=[O:66])=[C:63]3[C:58]([CH:59]4[CH2:69][CH:60]4[CH2:61][O:62]3)=[CH:57][CH:56]=2)(=[O:52])=[O:53])=[O:34])[CH2:28]1)[CH3:26]. (5) Given the reactants [O:1]1[C:13]2[C:12]3[NH:11][C:10]([C:14]([O:16]C)=[O:15])=[CH:9][C:8]=3[CH:7]=[CH:6][C:5]=2[O:4][CH2:3][CH2:2]1, predict the reaction product. The product is: [O:1]1[C:13]2[C:12]3[NH:11][C:10]([C:14]([OH:16])=[O:15])=[CH:9][C:8]=3[CH:7]=[CH:6][C:5]=2[O:4][CH2:3][CH2:2]1. (6) The product is: [Br:15][CH2:16][C:17]([NH:8][C:5]1[CH:6]=[CH:7][C:2]([Cl:1])=[CH:3][CH:4]=1)=[O:18]. Given the reactants [Cl:1][C:2]1[CH:7]=[CH:6][C:5]([NH2:8])=[CH:4][CH:3]=1.N1C=CC=CC=1.[Br:15][CH2:16][C:17](Br)=[O:18], predict the reaction product. (7) Given the reactants [OH:1][C:2]1[CH:19]=[CH:18][C:17]2[C@@H:16]3[C@H:7]([C@H:8]4[C@@:12]([CH2:14][C@@H:15]3[C:20]3[CH:25]=[CH:24][C:23]([O:26][CH2:27][CH2:28][CH2:29][CH2:30][CH2:31][S:32]([CH2:35][CH2:36][CH2:37][C:38]([F:44])([F:43])[C:39]([F:42])([F:41])[F:40])(=[O:34])=[O:33])=[CH:22][CH:21]=3)([CH3:13])[C:11](=O)[CH2:10][CH2:9]4)[CH2:6][CH2:5][C:4]=2[CH:3]=1.[CH3:46][O-].[Na+].[Cl-].[NH4+], predict the reaction product. The product is: [CH2:46]=[C:11]1[CH2:10][CH2:9][C@H:8]2[C@H:7]3[C@H:16]([C@@H:15]([C:20]4[CH:25]=[CH:24][C:23]([O:26][CH2:27][CH2:28][CH2:29][CH2:30][CH2:31][S:32]([CH2:35][CH2:36][CH2:37][C:38]([F:43])([F:44])[C:39]([F:40])([F:42])[F:41])(=[O:33])=[O:34])=[CH:22][CH:21]=4)[CH2:14][C@:12]12[CH3:13])[C:17]1[CH:18]=[CH:19][C:2]([OH:1])=[CH:3][C:4]=1[CH2:5][CH2:6]3.